Dataset: Catalyst prediction with 721,799 reactions and 888 catalyst types from USPTO. Task: Predict which catalyst facilitates the given reaction. (1) Reactant: [NH2:1][NH2:2].Cl[C:4]1[C:5]([C:11]#[N:12])=[N:6][C:7]([I:10])=[CH:8][N:9]=1. Product: [I:10][C:7]1[N:6]=[C:5]2[C:11]([NH2:12])=[N:2][NH:1][C:4]2=[N:9][CH:8]=1. The catalyst class is: 51. (2) Reactant: COC1C=C(OC)C=CC=1C[N:6]1[CH2:11][CH2:10][CH2:9][C:8]([F:13])([F:12])[S:7]1(=[O:15])=[O:14].FC(F)(F)C(O)=O. Product: [F:12][C:8]1([F:13])[S:7](=[O:15])(=[O:14])[NH:6][CH2:11][CH2:10][CH2:9]1. The catalyst class is: 2. (3) Reactant: [NH:1]1[C:10]2[C:5](=[CH:6][CH:7]=[CH:8][CH:9]=2)[C:4](=[O:11])[NH:3][C:2]1=[O:12].[CH3:13][Si:14]([CH3:21])([CH3:20])N[Si:14]([CH3:21])([CH3:20])[CH3:13].S(=O)(=O)(O)O. Product: [CH3:13][Si:14]([CH3:21])([CH3:20])[O:12][C:2]1[N:3]=[C:4]([O:11][Si:14]([CH3:21])([CH3:20])[CH3:13])[C:5]2[C:10](=[CH:9][CH:8]=[CH:7][CH:6]=2)[N:1]=1. The catalyst class is: 11.